This data is from Catalyst prediction with 721,799 reactions and 888 catalyst types from USPTO. The task is: Predict which catalyst facilitates the given reaction. Reactant: [CH3:1][C@@H:2]1[CH2:7][NH:6][CH2:5][CH2:4][NH:3]1.[CH3:8][C:9]([O:12][C:13](ON=C(C1C=CC=CC=1)C#N)=[O:14])([CH3:11])[CH3:10]. Product: [CH3:1][C@H:2]1[NH:3][CH2:4][CH2:5][N:6]([C:13]([O:12][C:9]([CH3:11])([CH3:10])[CH3:8])=[O:14])[CH2:7]1. The catalyst class is: 22.